This data is from Forward reaction prediction with 1.9M reactions from USPTO patents (1976-2016). The task is: Predict the product of the given reaction. (1) Given the reactants [CH3:1][C:2]1[S:3][C:4]2[CH:10]=[CH:9][CH:8]=[CH:7][C:5]=2[N:6]=1.[CH2:11]([O:13][CH:14]([O:17][CH2:18][CH3:19])[CH:15]=[CH2:16])[CH3:12].C(O)(=O)C, predict the reaction product. The product is: [CH2:11]([O:13][CH:14]([O:17][CH2:18][CH3:19])[CH2:15][CH2:16][SH:3]1[C:4]2[CH:10]=[CH:9][CH:8]=[CH:7][C:5]=2[N:6]=[C:2]1[CH3:1])[CH3:12]. (2) Given the reactants C([O:3][C:4]([C:6]1[CH:10]=[C:9]([C:11]2[CH:16]=[CH:15][C:14]([C:17]([F:20])([F:19])[F:18])=[CH:13][CH:12]=2)[NH:8][N:7]=1)=O)C.[H-].[Al+3].[Li+].[H-].[H-].[H-].O.[OH-].[Na+], predict the reaction product. The product is: [F:20][C:17]([F:18])([F:19])[C:14]1[CH:13]=[CH:12][C:11]([C:9]2[NH:8][N:7]=[C:6]([CH2:4][OH:3])[CH:10]=2)=[CH:16][CH:15]=1. (3) Given the reactants Br[CH2:2][C:3]1[C:12]2[C:7](=[CH:8][CH:9]=[CH:10][CH:11]=2)[C:6]([C:13]([NH:15][C:16]2[C:17]([C:22]([O:24][CH3:25])=[O:23])=[N:18][CH:19]=[CH:20][CH:21]=2)=[O:14])=[CH:5][CH:4]=1.[NH:26]1[CH:30]=[CH:29][N:28]=[N:27]1, predict the reaction product. The product is: [N:26]1([CH2:2][C:3]2[C:12]3[C:7](=[CH:8][CH:9]=[CH:10][CH:11]=3)[C:6]([C:13]([NH:15][C:16]3[C:17]([C:22]([O:24][CH3:25])=[O:23])=[N:18][CH:19]=[CH:20][CH:21]=3)=[O:14])=[CH:5][CH:4]=2)[CH:30]=[CH:29][N:28]=[N:27]1. (4) The product is: [CH:28]1([CH2:27][CH2:26][O:25][C:22]2[CH:23]=[CH:24][C:19]([C:15]([NH:14]/[C:13](/[C:17]([NH:1][CH2:2][CH2:3][OH:4])=[O:18])=[CH:12]\[C:11]3[CH:31]=[CH:32][C:8]([CH:5]4[CH2:6][CH2:7]4)=[CH:9][CH:10]=3)=[O:16])=[CH:20][CH:21]=2)[CH2:30][CH2:29]1. Given the reactants [NH2:1][CH2:2][CH2:3][OH:4].[CH:5]1([C:8]2[CH:32]=[CH:31][C:11](/[CH:12]=[C:13]3\[N:14]=[C:15]([C:19]4[CH:24]=[CH:23][C:22]([O:25][CH2:26][CH2:27][CH:28]5[CH2:30][CH2:29]5)=[CH:21][CH:20]=4)[O:16][C:17]\3=[O:18])=[CH:10][CH:9]=2)[CH2:7][CH2:6]1, predict the reaction product.